From a dataset of Forward reaction prediction with 1.9M reactions from USPTO patents (1976-2016). Predict the product of the given reaction. (1) Given the reactants [OH:1][C:2]([C:55]1[S:56][CH:57]=[CH:58][CH:59]=1)([C:50]1[S:51][CH:52]=[CH:53][CH:54]=1)[C:3]([O:5][C@H:6]1[CH2:11][CH2:10][C@H:9]([N:12]([CH2:14][CH2:15][CH2:16][N:17]2[C:21]3[CH:22]=[CH:23][C:24]([CH2:26][NH:27][CH2:28][C@H:29]([O:42][Si](C(C)(C)C)(C)C)[C:30]4[CH:39]=[CH:38][C:37]([OH:40])=[C:36]5[C:31]=4[CH:32]=[CH:33][C:34](=[O:41])[NH:35]5)=[CH:25][C:20]=3[N:19]=[N:18]2)[CH3:13])[CH2:8][CH2:7]1)=[O:4].[FH:60].F.F.C(N(CC)CC)C.C(#N)C, predict the reaction product. The product is: [FH:60].[FH:60].[OH:1][C:2]([C:50]1[S:51][CH:52]=[CH:53][CH:54]=1)([C:55]1[S:56][CH:57]=[CH:58][CH:59]=1)[C:3]([O:5][C@H:6]1[CH2:11][CH2:10][C@H:9]([N:12]([CH2:14][CH2:15][CH2:16][N:17]2[C:21]3[CH:22]=[CH:23][C:24]([CH2:26][NH:27][CH2:28][C@H:29]([OH:42])[C:30]4[CH:39]=[CH:38][C:37]([OH:40])=[C:36]5[C:31]=4[CH:32]=[CH:33][C:34](=[O:41])[NH:35]5)=[CH:25][C:20]=3[N:19]=[N:18]2)[CH3:13])[CH2:8][CH2:7]1)=[O:4]. (2) Given the reactants Br[C:2]1[CH:3]=[C:4]2[C:9](=[CH:10][CH:11]=1)[C:8]([C:12]([O:14][CH2:15][CH3:16])=[O:13])=[N:7][CH:6]=[CH:5]2.[Cl:17][C:18]1[CH:23]=[CH:22][CH:21]=[C:20]([Cl:24])[C:19]=1[C:25]1[C:29]([CH2:30][O:31][C:32]2[CH:37]=[CH:36][C:35](B3OC(C)(C)C(C)(C)O3)=[CH:34][CH:33]=2)=[C:28]([CH:47]([CH3:49])[CH3:48])[O:27][N:26]=1.C1(P(C2C=CC=CC=2)C2C=CC=CC=2)C=CC=CC=1.P([O-])([O-])([O-])=O.[K+].[K+].[K+], predict the reaction product. The product is: [Cl:24][C:20]1[CH:21]=[CH:22][CH:23]=[C:18]([Cl:17])[C:19]=1[C:25]1[C:29]([CH2:30][O:31][C:32]2[CH:33]=[CH:34][C:35]([C:2]3[CH:3]=[C:4]4[C:9](=[CH:10][CH:11]=3)[C:8]([C:12]([O:14][CH2:15][CH3:16])=[O:13])=[N:7][CH:6]=[CH:5]4)=[CH:36][CH:37]=2)=[C:28]([CH:47]([CH3:49])[CH3:48])[O:27][N:26]=1. (3) Given the reactants Cl.[Br:2][C:3]1[CH:4]=[C:5]([O:12][CH3:13])[C:6]([C:9]([OH:11])=[O:10])=[N:7][CH:8]=1.S(Cl)(Cl)=O.[CH3:18]O, predict the reaction product. The product is: [Br:2][C:3]1[CH:4]=[C:5]([O:12][CH3:13])[C:6]([C:9]([O:11][CH3:18])=[O:10])=[N:7][CH:8]=1. (4) Given the reactants [Cl:1][C:2]1[N:23]=[C:5]2[C:6]([C:10]#[C:11][C:12]3[CH:17]=[CH:16][CH:15]=[CH:14][C:13]=3[NH:18][S:19]([CH3:22])(=[O:21])=[O:20])=[CH:7][CH:8]=[CH:9][N:4]2[N:3]=1.[C:24](=O)([O-])[O-].[Cs+].[Cs+].IC, predict the reaction product. The product is: [Cl:1][C:2]1[N:23]=[C:5]2[C:6]([C:10]#[C:11][C:12]3[CH:17]=[CH:16][CH:15]=[CH:14][C:13]=3[N:18]([CH3:24])[S:19]([CH3:22])(=[O:21])=[O:20])=[CH:7][CH:8]=[CH:9][N:4]2[N:3]=1. (5) Given the reactants Cl[C:2]1[N:7]2[N:8]=[CH:9][CH:10]=[C:6]2[N:5]=[C:4]([CH:11]2[CH2:16][N:15]([C:17]([O:19][C:20]([CH3:23])([CH3:22])[CH3:21])=[O:18])[CH:14]([C:24]([O:26][C:27]([CH3:30])([CH3:29])[CH3:28])=[O:25])[CH2:13][CH2:12]2)[CH:3]=1.[NH3:31], predict the reaction product. The product is: [NH2:31][C:2]1[N:7]2[N:8]=[CH:9][CH:10]=[C:6]2[N:5]=[C:4]([CH:11]2[CH2:16][N:15]([C:17]([O:19][C:20]([CH3:23])([CH3:22])[CH3:21])=[O:18])[CH:14]([C:24]([O:26][C:27]([CH3:30])([CH3:29])[CH3:28])=[O:25])[CH2:13][CH2:12]2)[CH:3]=1. (6) The product is: [C:20]1([C:19]2[C:14]3[O:13][N:12]=[C:11]([NH:10][C:6]4[CH:7]=[CH:8][CH:9]=[C:4]([NH2:1])[CH:5]=4)[C:15]=3[CH:16]=[CH:17][CH:18]=2)[CH:21]=[CH:22][CH:23]=[CH:24][CH:25]=1. Given the reactants [N+:1]([C:4]1[CH:5]=[C:6]([NH:10][C:11]2[C:15]3[CH:16]=[CH:17][CH:18]=[C:19]([C:20]4[CH:25]=[CH:24][CH:23]=[CH:22][CH:21]=4)[C:14]=3[O:13][N:12]=2)[CH:7]=[CH:8][CH:9]=1)([O-])=O.[H][H], predict the reaction product. (7) Given the reactants CCN(C(C)C)C(C)C.[OH:10][C:11]1[CH:12]=[CH:13][CH:14]=[C:15]2[C:20]=1[O:19][C:18](=[O:21])[C:17]([C:22]([OH:24])=O)=[CH:16]2.CN(C(ON1N=NC2C=CC=NC1=2)=[N+](C)C)C.F[P-](F)(F)(F)(F)F.[CH3:49][O:50][C:51]1[CH:52]=[C:53]([C:57]2[CH:58]=[C:59]([NH2:63])[CH:60]=[CH:61][CH:62]=2)[CH:54]=[N:55][CH:56]=1, predict the reaction product. The product is: [CH3:49][O:50][C:51]1[CH:52]=[C:53]([C:57]2[CH:58]=[C:59]([NH:63][C:22]([C:17]3[C:18](=[O:21])[O:19][C:20]4[C:15]([CH:16]=3)=[CH:14][CH:13]=[CH:12][C:11]=4[OH:10])=[O:24])[CH:60]=[CH:61][CH:62]=2)[CH:54]=[N:55][CH:56]=1. (8) Given the reactants [OH:1]CC1OC(=O)NC1.[NH:9]1[C:13]([N:14]2[CH2:22][C:21]3[C:16](=[CH:17][CH:18]=[C:19]([C:23]4[CH:28]=[CH:27][C:26]([N:29]5[CH2:33][C@H:32]([CH2:34][OH:35])[O:31][C:30]5=[O:36])=[CH:25][C:24]=4[F:37])[CH:20]=3)[CH2:15]2)=[CH:12][N:11]=[N:10]1.C(N(CC)CC)C.[P:45](Cl)(Cl)(Cl)=[O:46].[OH2:50], predict the reaction product. The product is: [P:45]([OH:46])([OH:1])([O:35][CH2:34][C@@H:32]1[O:31][C:30](=[O:36])[N:29]([C:26]2[CH:27]=[CH:28][C:23]([C:19]3[CH:20]=[C:21]4[C:16](=[CH:17][CH:18]=3)[CH2:15][N:14]([C:13]3[NH:9][N:10]=[N:11][CH:12]=3)[CH2:22]4)=[C:24]([F:37])[CH:25]=2)[CH2:33]1)=[O:50]. (9) Given the reactants [Cl:1][C:2]1[CH:3]=[C:4]2[C:8](=[CH:9][CH:10]=1)[NH:7][C:6]([CH3:11])=[CH:5]2.[CH2:12](Br)[C:13]1[CH:18]=[CH:17][CH:16]=[CH:15][CH:14]=1.[OH-].[K+], predict the reaction product. The product is: [Cl:1][C:2]1[CH:3]=[C:4]2[C:8](=[CH:9][CH:10]=1)[N:7]([CH2:12][C:13]1[CH:18]=[CH:17][CH:16]=[CH:15][CH:14]=1)[C:6]([CH3:11])=[CH:5]2.